This data is from Forward reaction prediction with 1.9M reactions from USPTO patents (1976-2016). The task is: Predict the product of the given reaction. Given the reactants [Br:1][C:2]1[CH:3]=[C:4]([CH2:10]O)[CH:5]=[C:6]([O:8][CH3:9])[CH:7]=1.S(Cl)(Cl)=O.[C-:16]#[N:17].[Na+], predict the reaction product. The product is: [Br:1][C:2]1[CH:3]=[C:4]([CH2:10][C:16]#[N:17])[CH:5]=[C:6]([O:8][CH3:9])[CH:7]=1.